From a dataset of Drug-target binding data from BindingDB using Kd measurements. Regression. Given a target protein amino acid sequence and a drug SMILES string, predict the binding affinity score between them. We predict pKd (pKd = -log10(Kd in M); higher means stronger binding). Dataset: bindingdb_kd. (1) The compound is COc1cc2c(cc1OC)C1CC(=O)C(CC(C)C)CN1CC2. The target protein sequence is MALSDLVLLRWLRDSRHSRKLILFIVFLALLLDNMLLTVVVPIIPSYLYSIKHEKNSTEIQTTRPELVVSTSESIFSYYNNSTVLITGNATGTLPGGQSHKATSTQHTVANTTVPSDCPSEDRDLLNENVQGGLLFASKATVQLLTNPFIGLLTNRIGYPIPMFAGFCIMFISTVMFAFSSSYAFLLIARSLQGIGSSCSSVAGMGMLASVYTDDEERGKPMGIALGGLAMGVLVGPPFGSVLYEFVGKTAPFLVLAALVLLDGAIQLFVLQPSRVQPESQKGTPLTTLLKDPYILIAAGSICFANMGIAMLEPALPIWMMETMCSRKWQLGVAFLPASISYLIGTNIFGILAHKMGRWLCALLGMVIVGISILCIPFAKNIYGLIAPNFGVGFAIGMVDSSMMPIMGYLVDLRHVSVYGSVYAIADVAFCMGYAIGPSAGGAIAKAIGFPWLMTIIGIIDIAFAPLCFFLRSPPAKEEKMAILMDHNCPIKRKMYTQNN.... The pKd is 7.0. (2) The drug is C=CC1=C(C)c2cc3[n-]c(cc4nc(cc5[n-]c(cc1n2)c(C)c5CCC(=O)O)C(CCC(=O)O)=C4C)c(C)c3C=C. The target protein sequence is MDQQVKQERLQGRLEPEIKEFRQERKTLQLATVDAQGRPNVSYAPFVQNQEGYFVLISHIARHARNLEVNPQVSIMMIEDETEAKQLFARKRLTFDAVASMVERDSELWCQVIAQMGERFGEIIDGLSQLQNFMLFRLQPEHGLFVKGFGQAYQVSGDDLVDFVHLEEGHRKISNG. The pKd is 5.7. (3) The compound is C[C@H](NC(=O)[C@@H](NC(=O)[C@@H]1CCCN1C(=O)[C@H](CCC(=O)O)NC(=O)[C@@H]1CCCN1)[C@@H](C)O)C(=O)N1CCC[C@H]1C(=O)N1CCC[C@H]1C(=O)N[C@@H](CCC(=O)O)C(=O)N[C@@H](CCC(=O)O)C(=O)O. The target protein (Q99816) has sequence MAVSESQLKKMVSKYKYRDLTVRETVNVITLYKDLKPVLDSYVFNDGSSRELMNLTGTIPVPYRGNTYNIPICLWLLDTYPYNPPICFVKPTSSMTIKTGKHVDANGKIYLPYLHEWKHPQSDLLGLIQVMIVVFGDEPPVFSRPISASYPPYQATGPPNTSYMPGMPGGISPYPSGYPPNPSGYPGCPYPPGGPYPATTSSQYPSQPPVTTVGPSRDGTISEDTIRASLISAVSDKLRWRMKEEMDRAQAELNALKRTEEDLKKGHQKLEEMVTRLDQEVAEVDKNIELLKKKDEELSSALEKMENQSENNDIDEVIIPTAPLYKQILNLYAEENAIEDTIFYLGEALRRGVIDLDVFLKHVRLLSRKQFQLRALMQKARKTAGLSDLY. The pKd is 4.3. (4) The drug is COC(=O)C[C@@H]1N=C(c2ccc(Cl)cc2)c2c(sc(C(=O)NCCOCCNC(=O)C[C@@H]3N=C(c4ccc(Cl)cc4)c4c(sc(C)c4C)-n4c(C)nnc43)c2C)-n2c(C)nnc21. The target protein sequence is MSAESGPGTRLRNLPVMGDGLETSQMSTTQAQAQPQPANAASTNPPPPETSNPNKPKRQTNQLQYLLRVVLKTLWKHQFAWPFQQPVDAVKLNLPDYYKIIKTPMDMGTIKKRLENNYYWNAQECIQDFNTMFTNCYIYNKPGDDIVLMAEALEKLFLQKINELPTEETEIMIVQAKGRGRGRKETGTAKPGVSTVPNTTQASTPPQTQTPQPNPPPVQATPHPFPAVTPDLIVQTPVMTVVPPQPLQTPPPVPPQPQPPPAPAPQPVQSHPPIIAATPQPVKTKKGVKRKADTTTPTTIDPIHEPPSLPPEPKTTKLGQRRESSRPVKPPKKDVPDSQQHPAPEKSSKVSEQLKCCSGILKEMFAKKHAAYAWPFYKPVDVEALGLHDYCDIIKHPMDMSTIKSKLEAREYRDAQEFGADVRLMFSNCYKYNPPDHEVVAMARKLQDVFEMRFAKMPDEPEEPVVAVSSPAVPPPTKVVAPPSSSDSSSDSSSDSDSST.... The pKd is 9.9. (5) The compound is Cn1cc(C2=C(c3cn(C4CCN(Cc5ccccn5)CC4)c4ccccc34)C(=O)NC2=O)c2ccccc21. The target protein (Q9UL54) has sequence MPAGGRAGSLKDPDVAELFFKDDPEKLFSDLREIGHGSFGAVYFARDVRNSEVVAIKKMSYSGKQSNEKWQDIIKEVRFLQKLRHPNTIQYRGCYLREHTAWLVMEYCLGSASDLLEVHKKPLQEVEIAAVTHGALQGLAYLHSHNMIHRDVKAGNILLSEPGLVKLGDFGSASIMAPANSFVGTPYWMAPEVILAMDEGQYDGKVDVWSLGITCIELAERKPPLFNMNAMSALYHIAQNESPVLQSGHWSEYFRNFVDSCLQKIPQDRPTSEVLLKHRFVLRERPPTVIMDLIQRTKDAVRELDNLQYRKMKKILFQEAPNGPGAEAPEEEEEAEPYMHRAGTLTSLESSHSVPSMSISASSQSSSVNSLADASDNEEEEEEEEEEEEEEEGPEAREMAMMQEGEHTVTSHSSIIHRLPGSDNLYDDPYQPEITPSPLQPPAAPAPTSTTSSARRRAYCRNRDHFATIRTASLVSRQIQEHEQDSALREQLSGYKRMRR.... The pKd is 5.0. (6) The drug is Cc1ccc(NC(=O)c2cccc(C(F)(F)F)c2)cc1Nc1ncccc1-c1ncnc(Nc2ccc(OCCNC(=O)CCCCNC(=O)CCC3=[N+]4B(F)n5c(C)cc(C)c5C=C4C=C3)cc2)n1. The target protein sequence is MLEICLKLVGCKSKKGLSSSSSCYLEEALQRPVASDFEPQGLSEAARWNSKENLLAGPSENDPNLFVALYDFVASGDNTLSITKGEKLRVLGYNHNGEWCEAQTKNGQGWVPSNYITPVNSLEKHSWYHGPVSRNAAEYLLSSGINGSFLVRESESSPGQRSISLRYEGRVYHYRINTASDGKLYVSSESRFNTLAELVHHHSTVADGLITTLHYPAPKRNKPTVYGVSPNYDKWEMERTDITMKHKLGGGQHGEVYEGVWKKYSLTVAVKTLKEDTMEVEEFLKEAAVMKEIKHPNLVQLLGVCTREPPFYIITEFMTYGNLLDYLRECNRQEVNAVVLLYMATQISSAMEYLEKKNFIHRDLAARNCLVGENHLVKVADFGLSRLMTGDTYTAHAGAKFPIKWTAPESLAYNKFSIKSDVWAFGVLLWEIATYGMSPYPGIDLSQVYELLEKDYRMERPEGCPEKVYELMRACWQWNPSDRPSFAEIHQAFETMFQES.... The pKd is 8.0. (7) The compound is Cc1nc(Nc2ncc(C(=O)Nc3c(C)cccc3Cl)s2)cc(N2CCN(CCO)CC2)n1. The target protein sequence is HHSTVADGLITTLHYPAPKRNKPTVYGVSPNYDKWEMERTDITMKHKLGGGQYGEVYEGVWKKYSLTVAVKTLKEDTMEVEEFLKEAAVMKEIKHPNLVQLLGVCTREPPFYIIIEFMTYGNLLDYLRECNRQEVNAVVLLYMATQISSAMEYLEKKNFIHRDLAARNCLVGENHLVKVADFGLSRLMTGDTYTAHAGAKFPIKWTAPESLAYNKFSIKSDVWAFGVLLWEIATYGMSPYPGIDLSQVYELLEKDYRMERPEGCPEKVYELMRACWQWNPSDRPSFAEIHQAFETMFQES. The pKd is 6.2.